Dataset: Catalyst prediction with 721,799 reactions and 888 catalyst types from USPTO. Task: Predict which catalyst facilitates the given reaction. (1) Reactant: [Si:1]([O:8][CH2:9][C:10]1[CH:11]=[C:12]([CH:15]([C:17]2[C:18]([Cl:23])=[N:19][CH:20]=[N:21][CH:22]=2)[OH:16])[O:13][CH:14]=1)([C:4]([CH3:7])([CH3:6])[CH3:5])([CH3:3])[CH3:2]. Product: [Si:1]([O:8][CH2:9][C:10]1[CH:11]=[C:12]([C:15]([C:17]2[C:18]([Cl:23])=[N:19][CH:20]=[N:21][CH:22]=2)=[O:16])[O:13][CH:14]=1)([C:4]([CH3:7])([CH3:5])[CH3:6])([CH3:3])[CH3:2]. The catalyst class is: 177. (2) Reactant: [OH:1][N:2]1[C:6](=[O:7])[C:5]2=[CH:8][CH:9]=[CH:10][CH:11]=[C:4]2[C:3]1=[O:12].C(=O)([O-])[O-].[K+].[K+].[I-].[K+].[CH3:21][O:22][CH2:23][CH2:24]Br.Cl. Product: [CH3:21][O:22][CH2:23][CH2:24][O:1][N:2]1[C:3](=[O:12])[C:4]2[C:5](=[CH:8][CH:9]=[CH:10][CH:11]=2)[C:6]1=[O:7]. The catalyst class is: 37. (3) Reactant: [Br:1][C:2]1[CH:3]=[CH:4][C:5]([CH3:11])=[C:6]([CH:10]=1)[C:7]([OH:9])=[O:8].Br[C:13]1C(C)=C(C=CC=1)C(O)=O.CI.C(=O)([O-])[O-].[K+].[K+]. Product: [CH3:13][O:8][C:7](=[O:9])[C:6]1[CH:10]=[C:2]([Br:1])[CH:3]=[CH:4][C:5]=1[CH3:11]. The catalyst class is: 3. (4) Reactant: [F:1][C:2]1[CH:3]=[C:4]([CH:6]=[C:7]([F:20])[C:8]=1[O:9][C:10]1[CH:15]=[CH:14][N:13]=[C:12]2[NH:16][CH:17]=[C:18]([CH3:19])[C:11]=12)[NH2:5].[Cl:21][C:22]1[CH:27]=[C:26](Cl)[N:25]=[C:24]([NH2:29])[N:23]=1.Cl.[OH-].[Na+]. Product: [Cl:21][C:22]1[N:23]=[C:24]([NH2:29])[N:25]=[C:26]([NH:5][C:4]2[CH:3]=[C:2]([F:1])[C:8]([O:9][C:10]3[CH:15]=[CH:14][N:13]=[C:12]4[NH:16][CH:17]=[C:18]([CH3:19])[C:11]=34)=[C:7]([F:20])[CH:6]=2)[CH:27]=1. The catalyst class is: 6.